Predict the reaction yield, written as a fraction of the theoretical maximum amount of product (1.0 means a 100% yield; for example, 0.34 means a 34% yield). From a dataset of Reaction yield outcomes from USPTO patents with 853,638 reactions. (1) The reactants are [C:1]([N:8]1[CH2:13][CH2:12][CH2:11][CH2:10][C:9]1=O)([O:3][C:4]([CH3:7])([CH3:6])[CH3:5])=[O:2].[C:15]([S:19]([NH2:21])=[O:20])([CH3:18])([CH3:17])[CH3:16].[Cl:22][C:23]1[CH:24]=[C:25]([CH:29]=[CH:30][CH:31]=1)[CH2:26][Mg]Br.ClC1C=C(C=CC=1)CBr.[Mg]. The catalyst is C1COCC1.[Cl-].[Na+].O.C(OCC)(=O)C.C(OCC)C.[Cl-].[NH4+].[O-]CC.[O-]CC.[O-]CC.[O-]CC.[Ti+4]. The product is [C:4]([O:3][C:1]([N:8]1[CH2:13][CH2:12][C:11]([CH2:26][C:25]2[CH:29]=[CH:30][CH:31]=[C:23]([Cl:22])[CH:24]=2)([NH:21][S:19]([C:15]([CH3:18])([CH3:17])[CH3:16])=[O:20])[CH2:10][CH2:9]1)=[O:2])([CH3:7])([CH3:6])[CH3:5]. The yield is 0.310. (2) The reactants are [Br:1][C:2]1[CH:23]=[CH:22][C:5]([CH2:6][C:7]2[CH:8]=[N:9][C:10]3[N:11]([N:13]=[CH:14][C:15]=3[C:16]([NH:18][CH2:19][CH2:20][OH:21])=[O:17])[CH:12]=2)=[CH:4][CH:3]=1.CC([O-])(C)C.[K+].[O:30]1[CH2:32][CH:31]1[CH2:33][OH:34]. The catalyst is CCO. The product is [Br:1][C:2]1[CH:3]=[CH:4][C:5]([CH2:6][C:7]2[CH:8]=[N:9][C:10]3[N:11]([N:13]=[CH:14][C:15]=3[C:16]([NH:18][CH2:19][CH2:20][O:21][CH2:32][CH:31]([OH:30])[CH2:33][OH:34])=[O:17])[CH:12]=2)=[CH:22][CH:23]=1. The yield is 0.170. (3) The reactants are [Cl:1][C:2]1[C:3]2[CH:10]=[CH:9][NH:8][C:4]=2[N:5]=[CH:6][N:7]=1.O[C@H:12]1[CH2:17][CH2:16][CH2:15][N:14]([C:18]([O:20][C:21]([CH3:24])([CH3:23])[CH3:22])=[O:19])[CH2:13]1.C1C=CC(P(C2C=CC=CC=2)C2C=CC=CC=2)=CC=1.CCOC(/N=N/C(OCC)=O)=O. The catalyst is C1COCC1. The product is [Cl:1][C:2]1[C:3]2[CH:10]=[CH:9][N:8]([C@@H:16]3[CH2:17][CH2:12][CH2:13][N:14]([C:18]([O:20][C:21]([CH3:24])([CH3:23])[CH3:22])=[O:19])[CH2:15]3)[C:4]=2[N:5]=[CH:6][N:7]=1. The yield is 0.100. (4) The reactants are [OH:1][C:2]1[C:3]([C:10]([NH:12][C@H:13]2[CH2:21][O:20][CH2:19][C@H:18]([O:22][CH2:23][CH2:24][CH3:25])[C@@H:17]([CH2:26][CH2:27][CH:28]([CH3:30])[CH3:29])[C@H:16]([CH3:31])[O:15][C:14]2=[O:32])=[O:11])=[N:4][CH:5]=[CH:6][C:7]=1[O:8][CH3:9].C([O-])([O-])=O.[K+].[K+].[C:39]([O:42][CH2:43]Br)(=[O:41])[CH3:40]. The catalyst is CC(C)=O.C(Cl)Cl. The product is [C:39]([O:42][CH2:43][O:1][C:2]1[C:3]([C:10](=[O:11])[NH:12][C@H:13]2[CH2:21][O:20][CH2:19][C@H:18]([O:22][CH2:23][CH2:24][CH3:25])[C@@H:17]([CH2:26][CH2:27][CH:28]([CH3:30])[CH3:29])[C@H:16]([CH3:31])[O:15][C:14]2=[O:32])=[N:4][CH:5]=[CH:6][C:7]=1[O:8][CH3:9])(=[O:41])[CH3:40]. The yield is 0.650. (5) The catalyst is C(Cl)Cl. The reactants are C(=O)(OC)[O:2][C:3]1[CH:8]=[C:7]([N+:9]([O-:11])=[O:10])[C:6]([F:12])=[CH:5][C:4]=1[C:13]([CH3:16])([CH3:15])[CH3:14].N1CCCCC1. The yield is 0.620. The product is [C:13]([C:4]1[CH:5]=[C:6]([F:12])[C:7]([N+:9]([O-:11])=[O:10])=[CH:8][C:3]=1[OH:2])([CH3:16])([CH3:14])[CH3:15]. (6) The reactants are [Br:1][C:2]1[CH:3]=[C:4]([C:11]([O:13][CH2:14][CH3:15])=[O:12])[C:5]2[CH:10]=[N:9][NH:8][C:6]=2[N:7]=1.C([O-])([O-])=O.[K+].[K+].Br[CH:23]([CH3:25])[CH3:24]. The catalyst is C(#N)C. The product is [Br:1][C:2]1[CH:3]=[C:4]([C:11]([O:13][CH2:14][CH3:15])=[O:12])[C:5]2[CH:10]=[N:9][N:8]([CH:23]([CH3:25])[CH3:24])[C:6]=2[N:7]=1. The yield is 0.583.